From a dataset of Reaction yield outcomes from USPTO patents with 853,638 reactions. Predict the reaction yield, written as a fraction of the theoretical maximum amount of product (1.0 means a 100% yield; for example, 0.34 means a 34% yield). The reactants are [F:1][C:2]1[CH:7]=[CH:6][C:5]([CH:8]2[C:13]3=[N:14][NH:15][C:16](=[O:21])[C:17]4[CH:18]=[CH:19][CH:20]=[C:11]([C:12]=43)[NH:10][CH:9]2[C:22]2[CH:42]=[CH:41][C:25]([CH2:26][N:27]3[CH2:32][CH2:31][N:30](C(OC(C)(C)C)=O)[CH:29]([CH3:40])[CH2:28]3)=[CH:24][CH:23]=2)=[CH:4][CH:3]=1. The catalyst is Cl.C(#N)C. The product is [F:1][C:2]1[CH:3]=[CH:4][C:5]([CH:8]2[C:13]3=[N:14][NH:15][C:16](=[O:21])[C:17]4[CH:18]=[CH:19][CH:20]=[C:11]([C:12]=43)[NH:10][CH:9]2[C:22]2[CH:42]=[CH:41][C:25]([CH2:26][N:27]3[CH2:32][CH2:31][NH:30][CH:29]([CH3:40])[CH2:28]3)=[CH:24][CH:23]=2)=[CH:6][CH:7]=1. The yield is 0.520.